This data is from Reaction yield outcomes from USPTO patents with 853,638 reactions. The task is: Predict the reaction yield, written as a fraction of the theoretical maximum amount of product (1.0 means a 100% yield; for example, 0.34 means a 34% yield). (1) The reactants are Cl[O-].[Na+].[N:4]1[CH:9]=[CH:8][CH:7]=[CH:6][C:5]=1[CH:10]=[N:11][OH:12].[C:13]([O:17][C:18]([NH:20][CH2:21][C:22]#[CH:23])=[O:19])([CH3:16])([CH3:15])[CH3:14]. The catalyst is C(Cl)Cl. The product is [C:13]([O:17][C:18]([NH:20][CH2:21][C:22]1[O:12][N:11]=[C:10]([C:5]2[CH:6]=[CH:7][CH:8]=[CH:9][N:4]=2)[CH:23]=1)=[O:19])([CH3:16])([CH3:15])[CH3:14]. The yield is 0.430. (2) The reactants are [NH2:1][C:2]1[N:7]=[C:6]([C:8]2[CH:16]=[C:15]3[C:11]([C:12]([NH2:17])=[N:13][NH:14]3)=[CH:10][CH:9]=2)[CH:5]=[C:4](SC)[N:3]=1.OO.CSC.C(N(CC)CC)C.[CH3:32][CH:33]1[CH2:37][CH2:36][CH2:35][NH:34]1. The catalyst is C(O)(C(F)(F)F)=O.CCOCC.CCCCCC.O1CCOCC1. The product is [NH2:1][C:2]1[N:7]=[C:6]([C:8]2[CH:16]=[C:15]3[C:11]([C:12]([NH2:17])=[N:13][NH:14]3)=[CH:10][CH:9]=2)[CH:5]=[C:4]([N:34]2[CH2:35][CH2:36][CH2:37][CH:33]2[CH3:32])[N:3]=1. The yield is 0.600. (3) The reactants are [O:1]1[CH:6]=[CH:5][CH2:4][CH2:3][CH2:2]1.C12(CS(O)(=O)=O)C(C)(C)C(CC1)CC2=O.[Cl:22][C:23]1[C:28]2[C:29]([CH:32]([CH3:34])[CH3:33])=[N:30][NH:31][C:27]=2[CH:26]=[CH:25][N:24]=1. The catalyst is C(OCC)(=O)C. The product is [Cl:22][C:23]1[C:28]2[C:29]([CH:32]([CH3:34])[CH3:33])=[N:30][N:31]([CH:6]3[CH2:5][CH2:4][CH2:3][CH2:2][O:1]3)[C:27]=2[CH:26]=[CH:25][N:24]=1. The yield is 0.930.